This data is from NCI-60 drug combinations with 297,098 pairs across 59 cell lines. The task is: Regression. Given two drug SMILES strings and cell line genomic features, predict the synergy score measuring deviation from expected non-interaction effect. (1) Drug 1: COC1=CC(=CC(=C1O)OC)C2C3C(COC3=O)C(C4=CC5=C(C=C24)OCO5)OC6C(C(C7C(O6)COC(O7)C8=CC=CS8)O)O. Drug 2: C#CCC(CC1=CN=C2C(=N1)C(=NC(=N2)N)N)C3=CC=C(C=C3)C(=O)NC(CCC(=O)O)C(=O)O. Cell line: NCI-H226. Synergy scores: CSS=33.2, Synergy_ZIP=-6.46, Synergy_Bliss=6.18, Synergy_Loewe=6.41, Synergy_HSA=6.43. (2) Drug 1: C1=C(C(=O)NC(=O)N1)F. Drug 2: CC1=C(C=C(C=C1)NC(=O)C2=CC=C(C=C2)CN3CCN(CC3)C)NC4=NC=CC(=N4)C5=CN=CC=C5. Cell line: LOX IMVI. Synergy scores: CSS=38.4, Synergy_ZIP=1.16, Synergy_Bliss=1.39, Synergy_Loewe=-3.51, Synergy_HSA=0.406. (3) Drug 1: COC1=C(C=C2C(=C1)N=CN=C2NC3=CC(=C(C=C3)F)Cl)OCCCN4CCOCC4. Drug 2: CC1CCCC2(C(O2)CC(NC(=O)CC(C(C(=O)C(C1O)C)(C)C)O)C(=CC3=CSC(=N3)C)C)C. Cell line: HT29. Synergy scores: CSS=25.7, Synergy_ZIP=-6.67, Synergy_Bliss=0.586, Synergy_Loewe=-1.94, Synergy_HSA=0.763. (4) Drug 1: CC1=C2C(C(=O)C3(C(CC4C(C3C(C(C2(C)C)(CC1OC(=O)C(C(C5=CC=CC=C5)NC(=O)C6=CC=CC=C6)O)O)OC(=O)C7=CC=CC=C7)(CO4)OC(=O)C)O)C)OC(=O)C. Drug 2: CC1C(C(CC(O1)OC2CC(OC(C2O)C)OC3=CC4=CC5=C(C(=O)C(C(C5)C(C(=O)C(C(C)O)O)OC)OC6CC(C(C(O6)C)O)OC7CC(C(C(O7)C)O)OC8CC(C(C(O8)C)O)(C)O)C(=C4C(=C3C)O)O)O)O. Cell line: SK-MEL-28. Synergy scores: CSS=32.9, Synergy_ZIP=4.02, Synergy_Bliss=6.72, Synergy_Loewe=5.76, Synergy_HSA=5.74. (5) Drug 1: C1CC(C1)(C(=O)O)C(=O)O.[NH2-].[NH2-].[Pt+2]. Drug 2: CC1=C(C(=O)C2=C(C1=O)N3CC4C(C3(C2COC(=O)N)OC)N4)N. Cell line: CAKI-1. Synergy scores: CSS=39.5, Synergy_ZIP=-4.15, Synergy_Bliss=0.546, Synergy_Loewe=-35.6, Synergy_HSA=-3.07. (6) Drug 1: CCC(=C(C1=CC=CC=C1)C2=CC=C(C=C2)OCCN(C)C)C3=CC=CC=C3.C(C(=O)O)C(CC(=O)O)(C(=O)O)O. Drug 2: CC1C(C(CC(O1)OC2CC(CC3=C2C(=C4C(=C3O)C(=O)C5=CC=CC=C5C4=O)O)(C(=O)C)O)N)O. Cell line: SF-295. Synergy scores: CSS=40.4, Synergy_ZIP=2.79, Synergy_Bliss=2.12, Synergy_Loewe=-28.0, Synergy_HSA=2.40. (7) Synergy scores: CSS=73.8, Synergy_ZIP=1.07, Synergy_Bliss=0.424, Synergy_Loewe=2.01, Synergy_HSA=3.46. Drug 1: CC1=C2C(C(=O)C3(C(CC4C(C3C(C(C2(C)C)(CC1OC(=O)C(C(C5=CC=CC=C5)NC(=O)C6=CC=CC=C6)O)O)OC(=O)C7=CC=CC=C7)(CO4)OC(=O)C)O)C)OC(=O)C. Cell line: KM12. Drug 2: CC1CCCC2(C(O2)CC(NC(=O)CC(C(C(=O)C(C1O)C)(C)C)O)C(=CC3=CSC(=N3)C)C)C.